Dataset: Full USPTO retrosynthesis dataset with 1.9M reactions from patents (1976-2016). Task: Predict the reactants needed to synthesize the given product. The reactants are: [CH3:1][O:2][C:3]1[CH:11]=[C:10]2[C:6]([CH:7]=[N:8][NH:9]2)=[CH:5][C:4]=1[NH:12][C:13]1[C:14]2[C:21]([C:22]([OH:24])=O)=[CH:20][NH:19][C:15]=2[N:16]=[CH:17][N:18]=1.[CH3:25][N:26]1[CH2:31][CH2:30][NH:29][CH2:28][CH2:27]1.C(P1(=O)OP(=O)(CCC)OP(=O)(CCC)O1)CC.C(N(C(C)C)C(C)C)C.[OH-].[Na+]. Given the product [CH3:1][O:2][C:3]1[CH:11]=[C:10]2[C:6]([CH:7]=[N:8][NH:9]2)=[CH:5][C:4]=1[NH:12][C:13]1[C:14]2[C:21]([C:22]([N:29]3[CH2:30][CH2:31][N:26]([CH3:25])[CH2:27][CH2:28]3)=[O:24])=[CH:20][NH:19][C:15]=2[N:16]=[CH:17][N:18]=1, predict the reactants needed to synthesize it.